This data is from Reaction yield outcomes from USPTO patents with 853,638 reactions. The task is: Predict the reaction yield, written as a fraction of the theoretical maximum amount of product (1.0 means a 100% yield; for example, 0.34 means a 34% yield). (1) The catalyst is CN(C=O)C. The product is [C:1]([NH2:10])(=[O:9])[C:2]1[CH:4]=[CH:6][CH:7]=[CH:19][CH:18]=1. The yield is 0.983. The reactants are [C@@H:1]1([N:10]2C=CC(N)=NC2=O)[O:9][C@H:6]([CH2:7]O)[C@@H:4](O)[C@H:2]1O.[C:18](OC(=O)C1C=CC=CC=1)(=O)[C:19]1C=CC=CC=1. (2) The reactants are [CH3:1][N:2]1[CH:6]=[CH:5][N:4]=[C:3]1[CH:7]1[CH:16]([C:17]2[N:18]([CH3:22])[CH:19]=[CH:20][N:21]=2)[C:15](=O)[C:14]2[C:13]([C:24](OCC)=[O:25])=[CH:12][CH:11]=[CH:10][C:9]=2[NH:8]1.O.[NH2:30][NH2:31]. The catalyst is CO. The product is [CH3:1][N:2]1[CH:6]=[CH:5][N:4]=[C:3]1[CH:7]1[NH:8][C:9]2[C:14]3[C:15](=[N:30][NH:31][C:24](=[O:25])[C:13]=3[CH:12]=[CH:11][CH:10]=2)[CH:16]1[C:17]1[N:18]([CH3:22])[CH:19]=[CH:20][N:21]=1. The yield is 0.410. (3) The reactants are [NH2:1][C:2]1[CH:3]=[CH:4][C:5]2[C:6]3[N:14]=[C:13]([C:15]4[CH:20]=[CH:19][C:18]([CH2:21][N:22]5[CH2:27][CH2:26][O:25][CH2:24][CH2:23]5)=[CH:17][CH:16]=4)[CH:12]=[C:11]([C:28]([NH2:30])=[O:29])[C:7]=3[NH:8][C:9]=2[CH:10]=1.[CH:31]([S:33]([CH:36]=[CH2:37])(=[O:35])=[O:34])=[CH2:32]. The catalyst is CC(O)C. The product is [O:34]=[S:33]1(=[O:35])[CH2:36][CH2:37][N:1]([C:2]2[CH:3]=[CH:4][C:5]3[C:6]4[N:14]=[C:13]([C:15]5[CH:16]=[CH:17][C:18]([CH2:21][N:22]6[CH2:23][CH2:24][O:25][CH2:26][CH2:27]6)=[CH:19][CH:20]=5)[CH:12]=[C:11]([C:28]([NH2:30])=[O:29])[C:7]=4[NH:8][C:9]=3[CH:10]=2)[CH2:32][CH2:31]1. The yield is 0.0881. (4) The reactants are N1(C(N2C=CN=C2)=O)C=CN=C1.[C:13]([NH:20][CH2:21][C:22](O)=O)([O:15][C:16]([CH3:19])([CH3:18])[CH3:17])=[O:14].[Cl:25][C:26]1[N:31]=[N:30][C:29]([NH:32][NH2:33])=[CH:28][CH:27]=1.NN.O.CC1C=CC(S(O)(=O)=O)=CC=1. The catalyst is C(#N)C. The product is [Cl:25][C:26]1[CH:27]=[CH:28][C:29]2[N:30]([C:22]([CH2:21][NH:20][C:13](=[O:14])[O:15][C:16]([CH3:19])([CH3:18])[CH3:17])=[N:33][N:32]=2)[N:31]=1. The yield is 0.785. (5) The reactants are [C:1]([O:5][C:6]([NH:8][C@@H:9](CC1CCCCC1)[C:10](O)=[O:11])=[O:7])([CH3:4])([CH3:3])[CH3:2].[CH:20]1([OH:25])[CH2:24][CH2:23][CH2:22][CH2:21]1.[CH2:26](Cl)[CH2:27]Cl. The catalyst is CN(C=O)C.CN(C1C=CN=CC=1)C. The product is [C:1]([O:5][C:6]([NH:8][C@@H:9]([CH:27]1[CH2:26][CH2:22][CH2:21][CH2:20][CH2:24]1)[C:10]([O:25][CH:20]1[CH2:24][CH2:23][CH2:22][CH2:21]1)=[O:11])=[O:7])([CH3:4])([CH3:3])[CH3:2]. The yield is 0.550.